From a dataset of Reaction yield outcomes from USPTO patents with 853,638 reactions. Predict the reaction yield, written as a fraction of the theoretical maximum amount of product (1.0 means a 100% yield; for example, 0.34 means a 34% yield). (1) The reactants are Br[C:2]1[CH:23]=[CH:22][C:5]2[C:6]3[N:10]([CH2:11][CH2:12][O:13][C:4]=2[CH:3]=1)[CH:9]=[C:8]([C:14]1[N:15]([CH:19]([CH3:21])[CH3:20])[N:16]=[CH:17][N:18]=1)[N:7]=3.C(P(C(C)(C)C)C1C=CC=CC=1C1C(C(C)C)=CC(C(C)C)=CC=1C(C)C)(C)(C)C.[OH-:54].[K+]. The catalyst is O1CCOCC1.O.C1C=CC(/C=C/C(/C=C/C2C=CC=CC=2)=O)=CC=1.C1C=CC(/C=C/C(/C=C/C2C=CC=CC=2)=O)=CC=1.C1C=CC(/C=C/C(/C=C/C2C=CC=CC=2)=O)=CC=1.[Pd].[Pd]. The product is [CH:19]([N:15]1[C:14]([C:8]2[N:7]=[C:6]3[C:5]4[CH:22]=[CH:23][C:2]([OH:54])=[CH:3][C:4]=4[O:13][CH2:12][CH2:11][N:10]3[CH:9]=2)=[N:18][CH:17]=[N:16]1)([CH3:21])[CH3:20]. The yield is 0.460. (2) The reactants are [Br:1][C:2]1[CH:3]=[CH:4][C:5]2[N:6]([C:8]([C:11]([O:13]CC)=O)=[N:9][N:10]=2)[CH:7]=1.Cl.Cl.[Cl:18][C:19]1[CH:24]=[CH:23][C:22]([F:25])=[CH:21][C:20]=1[CH:26]1[CH2:31][CH2:30][NH:29][CH2:28][CH2:27]1.F[P-](F)(F)(F)(F)F.N1(O[P+](N(C)C)(N(C)C)N(C)C)C2C=CC=CC=2N=N1.C(N(C(C)C)CC)(C)C. The catalyst is C1COCC1.O. The product is [Br:1][C:2]1[CH:3]=[CH:4][C:5]2[N:6]([C:8]([C:11]([N:29]3[CH2:28][CH2:27][CH:26]([C:20]4[CH:21]=[C:22]([F:25])[CH:23]=[CH:24][C:19]=4[Cl:18])[CH2:31][CH2:30]3)=[O:13])=[N:9][N:10]=2)[CH:7]=1. The yield is 0.420.